Predict the reaction yield, written as a fraction of the theoretical maximum amount of product (1.0 means a 100% yield; for example, 0.34 means a 34% yield). From a dataset of Reaction yield outcomes from USPTO patents with 853,638 reactions. (1) The reactants are [N:1]1[CH:6]=[CH:5][CH:4]=[C:3]([S:7]([N:10]2[C:14]([C:15]3[CH:20]=[CH:19][CH:18]=[CH:17][C:16]=3[C:21]([F:24])([F:23])[F:22])=[CH:13][C:12]([CH:25]=O)=[CH:11]2)(=[O:9])=[O:8])[CH:2]=1.CO.[CH3:29][NH2:30].[BH4-].[Na+].[ClH:33].C(=O)([O-])O.[Na+]. The catalyst is CO. The product is [ClH:33].[ClH:33].[CH3:29][NH:30][CH2:25][C:12]1[CH:13]=[C:14]([C:15]2[CH:20]=[CH:19][CH:18]=[CH:17][C:16]=2[C:21]([F:24])([F:23])[F:22])[N:10]([S:7]([C:3]2[CH:2]=[N:1][CH:6]=[CH:5][CH:4]=2)(=[O:9])=[O:8])[CH:11]=1. The yield is 0.690. (2) The reactants are [Cl:1][C:2]1[C:7]([C:8]([F:11])([F:10])[F:9])=[CH:6][CH:5]=[CH:4][C:3]=1[C:12]([N:14]1[CH:19]=[CH:18][C:17]2[N:20]([C:23]3[CH:28]=[CH:27][C:26]([F:29])=[CH:25][N:24]=3)[CH:21]=[N:22][C:16]=2[CH:15]1[CH3:30])=[O:13]. The catalyst is CCO.[Pd].C(Cl)Cl. The product is [Cl:1][C:2]1[C:7]([C:8]([F:9])([F:10])[F:11])=[CH:6][CH:5]=[CH:4][C:3]=1[C:12]([N:14]1[CH2:19][CH2:18][C:17]2[N:20]([C:23]3[CH:28]=[CH:27][C:26]([F:29])=[CH:25][N:24]=3)[CH:21]=[N:22][C:16]=2[CH:15]1[CH3:30])=[O:13]. The yield is 0.620. (3) The product is [O:18]=[C:5]1[C:4]2[C:9](=[CH:10][CH:11]=[C:2]([C:25]3[CH:26]=[C:21]([CH:22]=[CH:23][CH:24]=3)[C:19]#[N:20])[CH:3]=2)[O:8][CH:7]([C:12]2[CH:13]=[N:14][CH:15]=[CH:16][CH:17]=2)[CH2:6]1. The yield is 0.340. The catalyst is O1CCOCC1.Cl[Pd](Cl)([P](C1C=CC=CC=1)(C1C=CC=CC=1)C1C=CC=CC=1)[P](C1C=CC=CC=1)(C1C=CC=CC=1)C1C=CC=CC=1. The reactants are Br[C:2]1[CH:3]=[C:4]2[C:9](=[CH:10][CH:11]=1)[O:8][CH:7]([C:12]1[CH:13]=[N:14][CH:15]=[CH:16][CH:17]=1)[CH2:6][C:5]2=[O:18].[C:19]([C:21]1[CH:22]=[C:23](B(O)O)[CH:24]=[CH:25][CH:26]=1)#[N:20].C([O-])([O-])=O.[Cs+].[Cs+]. (4) The reactants are [N+:1]([C:4]1[CH:5]=[C:6](O)[CH:7]=[CH:8][CH:9]=1)([O-:3])=[O:2].ClC[C:13]1[O:17][C:16]([C:18]([O:20][CH3:21])=[O:19])=[CH:15][CH:14]=1.[C:22]([O-])([O-])=[O:23].[K+].[K+]. The catalyst is CC(C)=O.O. The product is [N+:1]([C:4]1[CH:5]=[CH:6][C:7]([O:23][CH2:22][C:14]2[CH:15]=[C:16]([C:18]([O:20][CH3:21])=[O:19])[O:17][CH:13]=2)=[CH:8][CH:9]=1)([O-:3])=[O:2]. The yield is 0.900. (5) The reactants are [OH:1][N:2]=[C:3]([C:5]1[CH:6]=[C:7]([CH:29]=[CH:30][CH:31]=1)[C:8]([NH:10][CH2:11][C:12]1([C:18]2[S:19][CH:20]=[C:21]([C:23]3[CH:28]=[CH:27][CH:26]=[CH:25][CH:24]=3)[N:22]=2)[CH2:17][CH2:16][O:15][CH2:14][CH2:13]1)=[O:9])[NH2:4].Cl[C:33](=O)[C:34]([O:36][CH2:37][CH3:38])=[O:35]. The catalyst is N1C=CC=CC=1. The product is [C:23]1([C:21]2[N:22]=[C:18]([C:12]3([CH2:11][NH:10][C:8]([C:7]4[CH:6]=[C:5]([C:3]5[N:4]=[C:33]([C:34]([O:36][CH2:37][CH3:38])=[O:35])[O:1][N:2]=5)[CH:31]=[CH:30][CH:29]=4)=[O:9])[CH2:17][CH2:16][O:15][CH2:14][CH2:13]3)[S:19][CH:20]=2)[CH:24]=[CH:25][CH:26]=[CH:27][CH:28]=1. The yield is 0.870. (6) The reactants are [Cl:1][C:2]1[C:11]2[C:6](=[CH:7][CH:8]=[CH:9][CH:10]=2)[N:5]=[CH:4][C:3]=1[CH2:12]O.P(Br)(Br)[Br:15]. The catalyst is ClCCl. The product is [Br:15][CH2:12][C:3]1[CH:4]=[N:5][C:6]2[C:11]([C:2]=1[Cl:1])=[CH:10][CH:9]=[CH:8][CH:7]=2. The yield is 0.740. (7) The reactants are [F:1][C:2](F)(F)[C:3](O)=O.FC[CH2:10][NH:11][C:12]1[CH:17]=[CH:16][N:15]2[CH:18]=[C:19]([C:21]3[CH:26]=[CH:25][CH:24]=[CH:23][CH:22]=3)[N:20]=[C:14]2[CH:13]=1.IC. The catalyst is CN(C=O)C.C(OCC)(=O)C. The product is [F:1][CH2:2][CH2:3][N:11]([CH3:10])[C:12]1[CH:17]=[CH:16][N:15]2[CH:18]=[C:19]([C:21]3[CH:26]=[CH:25][CH:24]=[CH:23][CH:22]=3)[N:20]=[C:14]2[CH:13]=1. The yield is 0.0900. (8) The reactants are [CH2:1]([C:9]1([CH2:24][CH2:25][CH2:26][CH2:27][CH2:28][CH2:29][CH2:30][CH3:31])[C:21]2[CH:20]=[C:19]([CH:22]=[O:23])[CH:18]=[CH:17][C:16]=2[C:15]2[C:10]1=[CH:11][CH:12]=[CH:13][CH:14]=2)[CH2:2][CH2:3][CH2:4][CH2:5][CH2:6][CH2:7][CH3:8].[BH4-].[Na+].Cl.O.[Na+].[Cl-]. The catalyst is C1COCC1. The product is [OH:23][CH2:22][C:19]1[CH:18]=[CH:17][C:16]2[C:15]3[C:10](=[CH:11][CH:12]=[CH:13][CH:14]=3)[C:9]([CH2:24][CH2:25][CH2:26][CH2:27][CH2:28][CH2:29][CH2:30][CH3:31])([CH2:1][CH2:2][CH2:3][CH2:4][CH2:5][CH2:6][CH2:7][CH3:8])[C:21]=2[CH:20]=1. The yield is 0.950. (9) The reactants are Cl.[NH:2]1[CH2:5][CH:4]([C:6]([O:8][CH3:9])=[O:7])[CH2:3]1.C(=O)([O-])O.[Na+].[C:15](O[C:15]([O:17][C:18]([CH3:21])([CH3:20])[CH3:19])=[O:16])([O:17][C:18]([CH3:21])([CH3:20])[CH3:19])=[O:16]. The catalyst is O.O1CCCC1. The product is [C:18]([O:17][C:15]([N:2]1[CH2:5][CH:4]([C:6]([O:8][CH3:9])=[O:7])[CH2:3]1)=[O:16])([CH3:21])([CH3:20])[CH3:19]. The yield is 0.135. (10) The reactants are [CH2:1]1[C:9]2[C:4](=[CH:5][CH:6]=[CH:7][CH:8]=2)[CH2:3][CH:2]1[C@@H:10]([NH:14][C:15]([O:17][C:18]([CH3:21])([CH3:20])[CH3:19])=[O:16])[C:11]([OH:13])=O.[NH2:22][CH2:23][C:24]1[CH:29]=[CH:28][C:27]([S:30][CH3:31])=[CH:26][C:25]=1[CH2:32][OH:33].[CH2:34]([CH:36]([CH2:39][CH3:40])[CH:37]=O)[CH3:35].[Cl:41][C:42]1[CH:47]=[CH:46][C:45]([N+:48]#[C-:49])=[CH:44][CH:43]=1.C[OH:51]. No catalyst specified. The product is [Cl:41][C:42]1[CH:47]=[CH:46][C:45]([NH:48][C:49]([CH:37]([N:22]([CH2:23][C:24]2[CH:29]=[CH:28][C:27]([S:30][CH3:31])=[CH:26][C:25]=2[CH2:32][OH:33])[C:11](=[O:13])[C@H:10]([NH:14][C:15](=[O:16])[O:17][C:18]([CH3:20])([CH3:21])[CH3:19])[CH:2]2[CH2:1][C:9]3[C:4](=[CH:5][CH:6]=[CH:7][CH:8]=3)[CH2:3]2)[CH:36]([CH2:39][CH3:40])[CH2:34][CH3:35])=[O:51])=[CH:44][CH:43]=1. The yield is 0.670.